Dataset: NCI-60 drug combinations with 297,098 pairs across 59 cell lines. Task: Regression. Given two drug SMILES strings and cell line genomic features, predict the synergy score measuring deviation from expected non-interaction effect. (1) Drug 1: CC1C(C(CC(O1)OC2CC(OC(C2O)C)OC3=CC4=CC5=C(C(=O)C(C(C5)C(C(=O)C(C(C)O)O)OC)OC6CC(C(C(O6)C)O)OC7CC(C(C(O7)C)O)OC8CC(C(C(O8)C)O)(C)O)C(=C4C(=C3C)O)O)O)O. Drug 2: C1CN(CCN1C(=O)CCBr)C(=O)CCBr. Cell line: SF-268. Synergy scores: CSS=33.5, Synergy_ZIP=-4.15, Synergy_Bliss=2.38, Synergy_Loewe=-18.1, Synergy_HSA=0.476. (2) Drug 1: CC(C1=C(C=CC(=C1Cl)F)Cl)OC2=C(N=CC(=C2)C3=CN(N=C3)C4CCNCC4)N. Drug 2: C1=CN(C(=O)N=C1N)C2C(C(C(O2)CO)O)O.Cl. Cell line: HT29. Synergy scores: CSS=46.0, Synergy_ZIP=-1.56, Synergy_Bliss=0.344, Synergy_Loewe=-12.3, Synergy_HSA=0.847.